Dataset: NCI-60 drug combinations with 297,098 pairs across 59 cell lines. Task: Regression. Given two drug SMILES strings and cell line genomic features, predict the synergy score measuring deviation from expected non-interaction effect. (1) Drug 1: CCC1(CC2CC(C3=C(CCN(C2)C1)C4=CC=CC=C4N3)(C5=C(C=C6C(=C5)C78CCN9C7C(C=CC9)(C(C(C8N6C)(C(=O)OC)O)OC(=O)C)CC)OC)C(=O)OC)O.OS(=O)(=O)O. Synergy scores: CSS=3.93, Synergy_ZIP=-1.31, Synergy_Bliss=-1.76, Synergy_Loewe=-1.22, Synergy_HSA=-1.15. Drug 2: CC1=C2C(C(=O)C3(C(CC4C(C3C(C(C2(C)C)(CC1OC(=O)C(C(C5=CC=CC=C5)NC(=O)OC(C)(C)C)O)O)OC(=O)C6=CC=CC=C6)(CO4)OC(=O)C)O)C)O. Cell line: KM12. (2) Drug 1: C1=C(C(=O)NC(=O)N1)F. Drug 2: C1=CC(=CC=C1CC(C(=O)O)N)N(CCCl)CCCl.Cl. Cell line: SK-MEL-5. Synergy scores: CSS=39.4, Synergy_ZIP=-11.3, Synergy_Bliss=-10.1, Synergy_Loewe=-11.8, Synergy_HSA=-9.11.